This data is from KCNQ2 potassium channel screen with 302,405 compounds. The task is: Binary Classification. Given a drug SMILES string, predict its activity (active/inactive) in a high-throughput screening assay against a specified biological target. (1) The molecule is Clc1c(N2CCN(CC2)C(=O)CC)ccc(NC(=O)c2occc2)c1. The result is 0 (inactive). (2) The compound is S(=O)(=O)(N1C(OCC1)CNC(=O)C(=O)NCc1ccccc1)c1cc2OCCOc2cc1. The result is 0 (inactive). (3) The compound is S(=O)(=O)(N1CCCC1)c1cc2N(CC(=O)NC3CC3)C(=O)COc2cc1. The result is 0 (inactive). (4) The drug is n12C(N(c3c(c1nc1c2cccc1)cccc3)C)c1ccncc1. The result is 0 (inactive). (5) The molecule is o1nc(c(c1C)C(OCC(=O)c1ccccc1)=O)c1ccccc1. The result is 0 (inactive). (6) The molecule is O1CCN(CC1)C(=O)c1c2c(ccc1OCC)cccc2. The result is 0 (inactive).